From a dataset of Forward reaction prediction with 1.9M reactions from USPTO patents (1976-2016). Predict the product of the given reaction. The product is: [OH:42][C@H:39]1[CH2:40][CH2:26][C@@:20]2([CH3:21])[C@@H:19]([CH2:18][CH2:17][C@@H:16]3[C@@H:15]2[CH2:14][C@@H:13]([OH:27])[C@@:12]2([CH3:28])[C@H:11]3[CH2:5][CH:6]=[C:7]2[C:8](=[O:9])[CH3:10])[CH2:24]1. Given the reactants C[C@H]1CO[C@@:5]2([O:9][C@H:8]3[CH2:10][C@H:11]4[C@@H:16]5[CH2:17][CH2:18][C@H:19]6[CH2:24][C@@H](O)C[CH2:21][C@:20]6([CH3:26])[C@H:15]5[CH2:14][C@@H:13]([OH:27])[C@:12]4([CH3:28])[C@H:7]3[C@@H:6]2C)CC1.OP(O)(O)=O.OO.[C:39]([OH:42])(=O)[CH3:40], predict the reaction product.